This data is from Reaction yield outcomes from USPTO patents with 853,638 reactions. The task is: Predict the reaction yield, written as a fraction of the theoretical maximum amount of product (1.0 means a 100% yield; for example, 0.34 means a 34% yield). (1) The reactants are [Br:1][C:2]1[C:14](=[O:15])[N:13]([CH:16]([CH3:18])[CH3:17])[C:5]2[N:6]=[C:7]([S:11][CH3:12])[N:8]=[C:9]([CH3:10])[C:4]=2[CH:3]=1.C1C=C(Cl)C=C(C(OO)=[O:27])C=1. The catalyst is C(Cl)Cl. The product is [Br:1][C:2]1[C:14](=[O:15])[N:13]([CH:16]([CH3:18])[CH3:17])[C:5]2[N:6]=[C:7]([S:11]([CH3:12])=[O:27])[N:8]=[C:9]([CH3:10])[C:4]=2[CH:3]=1. The yield is 0.480. (2) The reactants are [F:1][C:2]1[CH:7]=[CH:6][C:5]([NH:8][C:9](=[O:17])[C:10]2[CH:15]=[CH:14][C:13]([SH:16])=[N:12][CH:11]=2)=[CH:4][CH:3]=1.Br[CH2:19][C:20]1[CH:25]=[C:24]([O:26][CH3:27])[CH:23]=[CH:22][C:21]=1[Br:28].[OH-].[Na+].O. The catalyst is C(O)C. The product is [Br:28][C:21]1[CH:22]=[CH:23][C:24]([O:26][CH3:27])=[CH:25][C:20]=1[CH2:19][S:16][C:13]1[CH:14]=[CH:15][C:10]([C:9]([NH:8][C:5]2[CH:4]=[CH:3][C:2]([F:1])=[CH:7][CH:6]=2)=[O:17])=[CH:11][N:12]=1. The yield is 0.990.